Dataset: Reaction yield outcomes from USPTO patents with 853,638 reactions. Task: Predict the reaction yield, written as a fraction of the theoretical maximum amount of product (1.0 means a 100% yield; for example, 0.34 means a 34% yield). (1) The reactants are [C:1]([O:5][C:6](=[O:16])[N:7]([C@H:9]1[CH2:14][CH2:13][C@H:12]([OH:15])[CH2:11][CH2:10]1)[CH3:8])([CH3:4])([CH3:3])[CH3:2].[Br:17][CH2:18][CH2:19][CH2:20][CH2:21]Br.[OH-].[Na+]. The catalyst is S([O-])(O)(=O)=O.C([N+](CCCC)(CCCC)CCCC)CCC.C(Cl)Cl. The product is [C:1]([O:5][C:6](=[O:16])[N:7]([C@H:9]1[CH2:10][CH2:11][C@H:12]([O:15][CH2:21][CH2:20][CH2:19][CH2:18][Br:17])[CH2:13][CH2:14]1)[CH3:8])([CH3:4])([CH3:2])[CH3:3]. The yield is 0.760. (2) The reactants are [NH2:1][C:2]1[N:7]=[CH:6][N:5]=[C:4]2[N:8]([C@@H:25]3[CH2:30][CH2:29][CH2:28][N:27](C(OC(C)(C)C)=O)[CH2:26]3)[N:9]=[C:10]([C:11]3[CH:16]=[CH:15][C:14]([O:17][C:18]4[CH:23]=[CH:22][CH:21]=[CH:20][C:19]=4[F:24])=[CH:13][CH:12]=3)[C:3]=12.FC(F)(F)C(O)=O. The catalyst is ClCCl. The product is [F:24][C:19]1[CH:20]=[CH:21][CH:22]=[CH:23][C:18]=1[O:17][C:14]1[CH:13]=[CH:12][C:11]([C:10]2[C:3]3[C:4](=[N:5][CH:6]=[N:7][C:2]=3[NH2:1])[N:8]([C@@H:25]3[CH2:30][CH2:29][CH2:28][NH:27][CH2:26]3)[N:9]=2)=[CH:16][CH:15]=1. The yield is 0.620. (3) The reactants are [Cl:1][C:2]1[CH:7]=[C:6](Cl)[N:5]=[C:4]([S:9][CH3:10])[N:3]=1.[CH3:11][O:12][C:13]1[CH:14]=[CH:15][C:16]([CH2:19][OH:20])=[CH:17][CH:18]=1.C([O-])([O-])=O.[K+].[K+].O. The catalyst is CN(C=O)C. The product is [Cl:1][C:2]1[CH:7]=[C:6]([O:20][CH2:19][C:16]2[CH:15]=[CH:14][C:13]([O:12][CH3:11])=[CH:18][CH:17]=2)[N:5]=[C:4]([S:9][CH3:10])[N:3]=1. The yield is 0.664. (4) The reactants are [CH3:1][O:2][C:3]1[CH:4]=[C:5]([CH:24]=[CH:25][CH:26]=1)[CH2:6][CH2:7][C:8]1[S:9][C:10]2[N:11]=[C:12]([NH2:23])[N:13]=[C:14]([N:17]3[CH2:22][CH2:21][NH:20][CH2:19][CH2:18]3)[C:15]=2[N:16]=1.[CH3:27][O:28][C:29]1[CH:39]=[CH:38][C:32]([O:33][CH2:34][C:35](O)=[O:36])=[CH:31][CH:30]=1. The yield is 0.660. The product is [NH2:23][C:12]1[N:13]=[C:14]([N:17]2[CH2:22][CH2:21][N:20]([C:35](=[O:36])[CH2:34][O:33][C:32]3[CH:38]=[CH:39][C:29]([O:28][CH3:27])=[CH:30][CH:31]=3)[CH2:19][CH2:18]2)[C:15]2[N:16]=[C:8]([CH2:7][CH2:6][C:5]3[CH:24]=[CH:25][CH:26]=[C:3]([O:2][CH3:1])[CH:4]=3)[S:9][C:10]=2[N:11]=1. No catalyst specified. (5) The reactants are [CH3:1][C:2]1([CH3:9])[O:6][CH:5]([CH2:7][OH:8])[CH2:4][O:3]1.[H-].[Na+].Br[C:13]1[N:21]=[CH:20][CH:19]=[CH:18][C:14]=1[C:15]([OH:17])=[O:16]. The catalyst is O1CCOCC1. The product is [CH3:1][C:2]1([CH3:9])[O:6][CH:5]([CH2:7][O:8][C:13]2[N:21]=[CH:20][CH:19]=[CH:18][C:14]=2[C:15]([OH:17])=[O:16])[CH2:4][O:3]1. The yield is 0.480. (6) The yield is 0.950. The catalyst is CO. The reactants are [O:1]1[CH2:6][CH:5]=[C:4]([C:7]2[C:8]([O:13][CH:14]3[CH2:17][N:16](C(OC(C)(C)C)=O)[CH2:15]3)=[N:9][CH:10]=[CH:11][CH:12]=2)[CH2:3][CH2:2]1.[ClH:25]. The product is [ClH:25].[NH:16]1[CH2:15][CH:14]([O:13][C:8]2[C:7]([C:4]3[CH2:5][CH2:6][O:1][CH2:2][CH:3]=3)=[CH:12][CH:11]=[CH:10][N:9]=2)[CH2:17]1.